Task: Regression. Given two drug SMILES strings and cell line genomic features, predict the synergy score measuring deviation from expected non-interaction effect.. Dataset: NCI-60 drug combinations with 297,098 pairs across 59 cell lines Drug 1: CNC(=O)C1=CC=CC=C1SC2=CC3=C(C=C2)C(=NN3)C=CC4=CC=CC=N4. Drug 2: C1CCC(C(C1)N)N.C(=O)(C(=O)[O-])[O-].[Pt+4]. Cell line: HOP-62. Synergy scores: CSS=10.3, Synergy_ZIP=1.19, Synergy_Bliss=6.53, Synergy_Loewe=-1.43, Synergy_HSA=3.95.